This data is from Forward reaction prediction with 1.9M reactions from USPTO patents (1976-2016). The task is: Predict the product of the given reaction. (1) Given the reactants O=[C:2]([C:14]1[CH:19]=[CH:18][CH:17]=[CH:16][CH:15]=1)[CH2:3][CH2:4][O:5][NH:6][C:7](=[O:13])[O:8][C:9]([CH3:12])([CH3:11])[CH3:10].[F:20][C:21]1[CH:30]=[CH:29][C:28]([F:31])=[CH:27][C:22]=1[C:23](=[S:26])[NH:24][NH2:25], predict the reaction product. The product is: [F:20][C:21]1[CH:30]=[CH:29][C:28]([F:31])=[CH:27][C:22]=1[C:23]1[S:26][C:2]([CH2:3][CH2:4][O:5][NH:6][C:7](=[O:13])[O:8][C:9]([CH3:12])([CH3:11])[CH3:10])([C:14]2[CH:19]=[CH:18][CH:17]=[CH:16][CH:15]=2)[NH:25][N:24]=1. (2) The product is: [C:16]([O:15][C:13]([NH:12][C@H:9]1[CH2:10][CH2:11][C@H:6]([O:5][C:23]2[C:24]([CH3:31])=[C:25]([CH:30]=[C:21]([Cl:20])[CH:22]=2)[C:26]([O:28][CH3:29])=[O:27])[CH2:7][CH2:8]1)=[O:14])([CH3:19])([CH3:18])[CH3:17]. Given the reactants CS([O:5][C@H:6]1[CH2:11][CH2:10][C@@H:9]([NH:12][C:13]([O:15][C:16]([CH3:19])([CH3:18])[CH3:17])=[O:14])[CH2:8][CH2:7]1)(=O)=O.[Cl:20][C:21]1[CH:22]=[C:23](O)[C:24]([CH3:31])=[C:25]([CH:30]=1)[C:26]([O:28][CH3:29])=[O:27].C(=O)([O-])[O-].[Cs+].[Cs+].Cl, predict the reaction product. (3) Given the reactants C(OC([N:11]1[CH2:16][CH2:15][CH:14]([C:17](=[O:34])[NH:18][C:19]2[CH:24]=[C:23]([C:25]3[CH:30]=[CH:29][CH:28]=[CH:27][C:26]=3[O:31][CH2:32][CH3:33])[N:22]=[CH:21][N:20]=2)[CH2:13][CH2:12]1)=O)C1C=CC=CC=1, predict the reaction product. The product is: [CH2:32]([O:31][C:26]1[CH:27]=[CH:28][CH:29]=[CH:30][C:25]=1[C:23]1[N:22]=[CH:21][N:20]=[C:19]([NH:18][C:17]([CH:14]2[CH2:15][CH2:16][NH:11][CH2:12][CH2:13]2)=[O:34])[CH:24]=1)[CH3:33]. (4) Given the reactants [Cl:1][C:2]1[N:10]=[CH:9][CH:8]=[CH:7][C:3]=1[C:4]([OH:6])=[O:5].[C:11](=O)([O-])[O-].[Cs+].[Cs+].IC.C(OCC)(=O)C, predict the reaction product. The product is: [CH3:11][O:5][C:4](=[O:6])[C:3]1[CH:7]=[CH:8][CH:9]=[N:10][C:2]=1[Cl:1]. (5) Given the reactants [CH2:1]([O:3][C:4](=[O:26])[CH2:5][CH2:6][CH2:7][O:8][C:9]1[C:14]([F:15])=[CH:13][C:12](B2OC(C)(C)C(C)(C)O2)=[CH:11][C:10]=1[F:25])[CH3:2].Cl[C:28]1[CH:33]=[CH:32][CH:31]=[C:30]([S:34][CH:35]([CH3:37])[CH3:36])[N:29]=1.N#N, predict the reaction product. The product is: [CH2:1]([O:3][C:4](=[O:26])[CH2:5][CH2:6][CH2:7][O:8][C:9]1[C:10]([F:25])=[CH:11][C:12]([C:28]2[CH:33]=[CH:32][CH:31]=[C:30]([S:34][CH:35]([CH3:37])[CH3:36])[N:29]=2)=[CH:13][C:14]=1[F:15])[CH3:2]. (6) Given the reactants CN(C)C=O.CS(O[CH:11]1[CH2:16][CH2:15][N:14]([C:17]2[N:18]=[C:19]([CH3:34])[N:20]([CH2:24][C:25]3[S:26][C:27]([C:30]([F:33])([F:32])[F:31])=[CH:28][CH:29]=3)[C:21](=[O:23])[N:22]=2)[CH2:13][CH2:12]1)(=O)=O.[Br:35][C:36]1[CH:37]=[N:38][NH:39][CH:40]=1.C(=O)([O-])[O-].[K+].[K+], predict the reaction product. The product is: [Br:35][C:36]1[CH:37]=[N:38][N:39]([CH:11]2[CH2:16][CH2:15][N:14]([C:17]3[N:18]=[C:19]([CH3:34])[N:20]([CH2:24][C:25]4[S:26][C:27]([C:30]([F:33])([F:32])[F:31])=[CH:28][CH:29]=4)[C:21](=[O:23])[N:22]=3)[CH2:13][CH2:12]2)[CH:40]=1.